Binary Classification. Given a T-cell receptor sequence (or CDR3 region) and an epitope sequence, predict whether binding occurs between them. From a dataset of TCR-epitope binding with 47,182 pairs between 192 epitopes and 23,139 TCRs. The epitope is CTELKLSDY. The TCR CDR3 sequence is CSVEYSPTLYNEQFF. Result: 0 (the TCR does not bind to the epitope).